The task is: Regression. Given two drug SMILES strings and cell line genomic features, predict the synergy score measuring deviation from expected non-interaction effect.. This data is from NCI-60 drug combinations with 297,098 pairs across 59 cell lines. Drug 1: CCC1=CC2CC(C3=C(CN(C2)C1)C4=CC=CC=C4N3)(C5=C(C=C6C(=C5)C78CCN9C7C(C=CC9)(C(C(C8N6C)(C(=O)OC)O)OC(=O)C)CC)OC)C(=O)OC.C(C(C(=O)O)O)(C(=O)O)O. Drug 2: CC1=C(C=C(C=C1)NC(=O)C2=CC=C(C=C2)CN3CCN(CC3)C)NC4=NC=CC(=N4)C5=CN=CC=C5. Cell line: CAKI-1. Synergy scores: CSS=39.8, Synergy_ZIP=8.22, Synergy_Bliss=10.9, Synergy_Loewe=-16.9, Synergy_HSA=6.02.